Dataset: Forward reaction prediction with 1.9M reactions from USPTO patents (1976-2016). Task: Predict the product of the given reaction. (1) Given the reactants Br[C:2]1[C:10]2[O:9][CH2:8][CH2:7][C:6]=2[CH:5]=[CH:4][CH:3]=1.[NH:11]1[CH2:17][CH2:16][CH2:15][NH:14][CH2:13][CH2:12]1, predict the reaction product. The product is: [O:9]1[C:10]2[C:2]([N:11]3[CH2:17][CH2:16][CH2:15][NH:14][CH2:13][CH2:12]3)=[CH:3][CH:4]=[CH:5][C:6]=2[CH2:7][CH2:8]1. (2) Given the reactants [Br:1][C:2]1[CH:3]=[CH:4][C:5](=[O:15])[N:6]([CH:8]([CH3:14])[C:9]([O:11]CC)=[O:10])[CH:7]=1.[OH-].[Na+].Cl, predict the reaction product. The product is: [Br:1][C:2]1[CH:3]=[CH:4][C:5](=[O:15])[N:6]([CH:8]([CH3:14])[C:9]([OH:11])=[O:10])[CH:7]=1. (3) The product is: [CH2:2]([C:4]1[C:5]([NH:14][C@H:15]2[CH2:19][CH2:18][CH2:17][C@@H:16]2[NH:20][C:29](=[O:30])[C:28]2[CH:32]=[CH:33][CH:34]=[CH:35][C:27]=2[C:25]2[O:24][N:23]=[C:22]([CH3:21])[N:26]=2)=[N:6][CH:7]=[C:8]([C:10]([F:13])([F:11])[F:12])[N:9]=1)[CH3:3]. Given the reactants Cl.[CH2:2]([C:4]1[C:5]([NH:14][C@H:15]2[CH2:19][CH2:18][CH2:17][C@@H:16]2[NH2:20])=[N:6][CH:7]=[C:8]([C:10]([F:13])([F:12])[F:11])[N:9]=1)[CH3:3].[CH3:21][C:22]1[N:26]=[C:25]([C:27]2[CH:35]=[CH:34][CH:33]=[CH:32][C:28]=2[C:29](O)=[O:30])[O:24][N:23]=1.N1C2C(=NC=CC=2)N(O)N=1.C(Cl)CCl.C(N(CC)CC)C, predict the reaction product. (4) Given the reactants [C:1]([N:4]1[C:13]2[C:8](=[CH:9][C:10]([C:14]([O:16][CH2:17][CH3:18])=[O:15])=[CH:11][CH:12]=2)[C@H:7]([NH:19]C(OCC2C=CC=CC=2)=O)[C@@H:6]([CH3:30])[C@@H:5]1[CH3:31])(=[O:3])[CH3:2], predict the reaction product. The product is: [C:1]([N:4]1[C:13]2[C:8](=[CH:9][C:10]([C:14]([O:16][CH2:17][CH3:18])=[O:15])=[CH:11][CH:12]=2)[C@H:7]([NH2:19])[C@@H:6]([CH3:30])[C@@H:5]1[CH3:31])(=[O:3])[CH3:2]. (5) The product is: [CH2:16]1[O:24][C:23]2[CH:22]=[CH:21][C:20]([C:11]3[CH:12]=[C:13]4[C:8](=[CH:9][CH:10]=3)[N:7]([CH2:29][CH2:30][CH2:31][CH2:32][CH2:33][O:34][C:35]3[CH:40]=[CH:39][CH:38]=[CH:37][CH:36]=3)[C:6]([C:4]([OH:3])=[O:5])=[C:14]4[N:41]3[CH2:46][CH2:45][CH2:44][CH2:43][C:42]3=[O:47])=[CH:19][C:18]=2[O:17]1. Given the reactants C([O:3][C:4]([C:6]1[NH:7][C:8]2[C:13]([CH:14]=1)=[CH:12][C:11](Br)=[CH:10][CH:9]=2)=[O:5])C.[CH2:16]1[O:24][C:23]2[CH:22]=[CH:21][C:20](B(O)O)=[CH:19][C:18]=2[O:17]1.Br[CH2:29][CH2:30][CH2:31][CH2:32][CH2:33][O:34][C:35]1[CH:40]=[CH:39][CH:38]=[CH:37][CH:36]=1.[NH:41]1[CH2:46][CH2:45][CH2:44][CH2:43][C:42]1=[O:47], predict the reaction product. (6) Given the reactants [O:1]1[CH2:5][CH2:4][C@@H:3]([NH:6][C:7]2[N:15]=[CH:14][N:13]=[C:12]3[C:8]=2[N:9]=[CH:10][N:11]3[C@@H:16]2[O:20][C@H:19]([CH2:21][S:22][C:23]3[CH:32]=[CH:31][CH:30]=[CH:29]C=3C(OC)=O)[C@@H:18]([OH:33])[C@H:17]2[OH:34])[CH2:2]1.SC1C=CC=C[N:37]=1.C(C1C=CC=CC=1S)(OC)=O, predict the reaction product. The product is: [O:1]1[CH2:5][CH2:4][C@H:3]([NH:6][C:7]2[N:15]=[CH:14][N:13]=[C:12]3[C:8]=2[N:9]=[CH:10][N:11]3[C@H:16]2[C@H:17]([OH:34])[C@H:18]([OH:33])[C@@H:19]([CH2:21][S:22][C:23]3[CH:32]=[CH:31][CH:30]=[CH:29][N:37]=3)[O:20]2)[CH2:2]1.